This data is from Full USPTO retrosynthesis dataset with 1.9M reactions from patents (1976-2016). The task is: Predict the reactants needed to synthesize the given product. The reactants are: [C:1]1([S:7]([N:10]2[CH2:15][CH:14]([CH2:16]I)[O:13][CH:12]([CH2:18]I)[CH2:11]2)(=[O:9])=[O:8])[CH:6]=[CH:5][CH:4]=[CH:3][CH:2]=1.[CH2:20]([NH2:27])[C:21]1[CH:26]=[CH:25][CH:24]=[CH:23][CH:22]=1. Given the product [CH2:20]([N:27]1[CH2:16][CH:14]2[O:13][CH:12]([CH2:11][N:10]([S:7]([C:1]3[CH:6]=[CH:5][CH:4]=[CH:3][CH:2]=3)(=[O:9])=[O:8])[CH2:15]2)[CH2:18]1)[C:21]1[CH:26]=[CH:25][CH:24]=[CH:23][CH:22]=1, predict the reactants needed to synthesize it.